Dataset: Peptide-MHC class I binding affinity with 185,985 pairs from IEDB/IMGT. Task: Regression. Given a peptide amino acid sequence and an MHC pseudo amino acid sequence, predict their binding affinity value. This is MHC class I binding data. (1) The peptide sequence is LAGTFTWTL. The MHC is HLA-B07:02 with pseudo-sequence HLA-B07:02. The binding affinity (normalized) is 0.224. (2) The binding affinity (normalized) is 0.484. The peptide sequence is FSTRFYNNM. The MHC is H-2-Kb with pseudo-sequence H-2-Kb. (3) The binding affinity (normalized) is 0.318. The MHC is HLA-A02:12 with pseudo-sequence HLA-A02:12. The peptide sequence is VVEPPRQLV. (4) The peptide sequence is RTLHPFGCK. The MHC is HLA-A02:03 with pseudo-sequence HLA-A02:03. The binding affinity (normalized) is 0.0847. (5) The peptide sequence is HLYPVARQR. The MHC is HLA-A33:01 with pseudo-sequence HLA-A33:01. The binding affinity (normalized) is 0.464. (6) The peptide sequence is EALRGFLLY. The MHC is HLA-A30:02 with pseudo-sequence HLA-A30:02. The binding affinity (normalized) is 0.285. (7) The peptide sequence is DSDVSLIIEY. The MHC is HLA-A33:01 with pseudo-sequence HLA-A33:01. The binding affinity (normalized) is 0.219.